The task is: Predict the reaction yield, written as a fraction of the theoretical maximum amount of product (1.0 means a 100% yield; for example, 0.34 means a 34% yield).. This data is from Reaction yield outcomes from USPTO patents with 853,638 reactions. (1) The reactants are [C:1]([C:4]1[C:22](=[O:23])[C@@:8]2([CH3:24])[C:9]3[C:15]([OH:16])=[CH:14][C:13]([O:17][CH3:18])=[C:12]([C:19]([NH2:21])=[O:20])[C:10]=3[O:11][C:7]2=[CH:6][C:5]=1[OH:25])(=[O:3])[CH3:2].[F:26][C:27]1[CH:46]=[CH:45][C:30]([CH2:31][O:32][C:33]2[C:40]([CH3:41])=[C:39]([CH3:42])[C:36]([CH:37]=O)=[C:35]([CH3:43])[C:34]=2[CH3:44])=[CH:29][CH:28]=1.C([SiH](CC)CC)C.FC(F)(F)C(O)=O. The catalyst is C(#N)C. The product is [C:1]([C:4]1[C:22](=[O:23])[C@@:8]2([CH3:24])[C:9]3[C:15]([OH:16])=[CH:14][C:13]([O:17][CH3:18])=[C:12]([C:19]([NH:21][CH2:37][C:36]4[C:39]([CH3:42])=[C:40]([CH3:41])[C:33]([O:32][CH2:31][C:30]5[CH:29]=[CH:28][C:27]([F:26])=[CH:46][CH:45]=5)=[C:34]([CH3:44])[C:35]=4[CH3:43])=[O:20])[C:10]=3[O:11][C:7]2=[CH:6][C:5]=1[OH:25])(=[O:3])[CH3:2]. The yield is 0.690. (2) The reactants are [NH2:1][C:2]1[CH:3]=[C:4]([F:12])[C:5]([C:8]([O:10][CH3:11])=[O:9])=[N:6][CH:7]=1.[Br:13][C:14]1[CH:15]=[CH:16][C:17]([S:20](Cl)(=[O:22])=[O:21])=[N:18][CH:19]=1.N1C=CC=CC=1. The catalyst is C(Cl)Cl. The product is [Br:13][C:14]1[CH:15]=[CH:16][C:17]([S:20]([NH:1][C:2]2[CH:3]=[C:4]([F:12])[C:5]([C:8]([O:10][CH3:11])=[O:9])=[N:6][CH:7]=2)(=[O:22])=[O:21])=[N:18][CH:19]=1. The yield is 0.490. (3) The reactants are [Cl:1][C:2]1[CH:12]=[CH:11][CH:10]=[C:4]2[C:5]([O:7][C:8](=O)[C:3]=12)=[O:6].C([NH2:15])=O. The catalyst is O. The product is [Cl:1][C:2]1[CH:12]=[CH:11][CH:10]=[C:4]2[C:3]=1[C:8](=[O:7])[NH:15][C:5]2=[O:6]. The yield is 0.860. (4) The reactants are FC1(F)CC1CN1CCN(C2SC(C(OCC)=O)=C(C)N=2)C1=O.[F:24][C:25]1[CH:48]=[CH:47][C:28]([CH2:29][N:30]2[C:34](=[O:35])[N:33]([C:36]3[S:37][C:38]([C:42]([O:44]CC)=[O:43])=[C:39]([CH3:41])[N:40]=3)[CH:32]=[N:31]2)=[CH:27][CH:26]=1. No catalyst specified. The product is [F:24][C:25]1[CH:26]=[CH:27][C:28]([CH2:29][N:30]2[C:34](=[O:35])[N:33]([C:36]3[S:37][C:38]([C:42]([OH:44])=[O:43])=[C:39]([CH3:41])[N:40]=3)[CH:32]=[N:31]2)=[CH:47][CH:48]=1. The yield is 0.990. (5) The reactants are [CH3:1][S:2][C:3]1[CH:11]=[C:10]2[C:6]([CH:7]=[CH:8][NH:9]2)=[CH:5][CH:4]=1.[OH-].[Na+].[C:14]1([S:20](Cl)(=[O:22])=[O:21])[CH:19]=[CH:18][CH:17]=[CH:16][CH:15]=1. The catalyst is [N+](CCCC)(CCCC)(CCCC)CCCC.[O-]S(O)(=O)=O.ClCCl. The product is [CH3:1][S:2][C:3]1[CH:11]=[C:10]2[C:6]([CH:7]=[CH:8][N:9]2[S:20]([C:14]2[CH:19]=[CH:18][CH:17]=[CH:16][CH:15]=2)(=[O:22])=[O:21])=[CH:5][CH:4]=1. The yield is 0.592. (6) The reactants are Br[C:2]1[C:11]2[C:6](=[CH:7][CH:8]=[CH:9][CH:10]=2)[C:5]([O:12][CH3:13])=[C:4]([C:14]([N:16]([CH2:19][CH3:20])[CH2:17][CH3:18])=[O:15])[CH:3]=1.[CH3:21][O:22][C:23]1[CH:28]=[CH:27][C:26](B(O)O)=[CH:25][CH:24]=1.C([O-])([O-])=O.[Na+].[Na+]. The catalyst is C1C=CC([P]([Pd]([P](C2C=CC=CC=2)(C2C=CC=CC=2)C2C=CC=CC=2)([P](C2C=CC=CC=2)(C2C=CC=CC=2)C2C=CC=CC=2)[P](C2C=CC=CC=2)(C2C=CC=CC=2)C2C=CC=CC=2)(C2C=CC=CC=2)C2C=CC=CC=2)=CC=1.C1(C)C=CC=CC=1. The product is [CH2:17]([N:16]([CH2:19][CH3:20])[C:14]([C:4]1[CH:3]=[C:2]([C:26]2[CH:27]=[CH:28][C:23]([O:22][CH3:21])=[CH:24][CH:25]=2)[C:11]2[C:6](=[CH:7][CH:8]=[CH:9][CH:10]=2)[C:5]=1[O:12][CH3:13])=[O:15])[CH3:18]. The yield is 0.990. (7) The reactants are Cl.[Br:2][C:3]1[CH:4]=[CH:5][C:6]([NH:12][NH2:13])=[C:7]([CH:11]=1)[C:8]([OH:10])=[O:9].[CH2:14]([O:16][C:17](=[O:24])[C:18](=O)[CH2:19][C:20](=O)[CH3:21])[CH3:15]. The catalyst is CC(O)=O. The product is [Br:2][C:3]1[CH:4]=[CH:5][C:6]([N:12]2[C:20]([CH3:21])=[CH:19][C:18]([C:17]([O:16][CH2:14][CH3:15])=[O:24])=[N:13]2)=[C:7]([CH:11]=1)[C:8]([OH:10])=[O:9]. The yield is 1.00. (8) The reactants are [N:1]([O-:3])=O.[Na+].[CH2:5]([O:7][C:8](=[O:13])[CH2:9][C:10]([CH3:12])=[O:11])[CH3:6]. The catalyst is O.C(O)(=O)C. The product is [CH2:5]([O:7][C:8](=[O:13])[C:9](=[N:1][OH:3])[C:10](=[O:11])[CH3:12])[CH3:6]. The yield is 0.980. (9) The reactants are [F:1][C:2]1[CH:7]=[CH:6][C:5]([C:8]2[N:17]([CH2:18][C:19]([OH:21])=[O:20])[C:16](=[O:22])[C:15]3[C:10](=[CH:11][CH:12]=[C:13]([N:23]4[CH2:29][C:28]([CH3:31])([CH3:30])[CH2:27][NH:26][CH:25]([CH3:32])[CH2:24]4)[CH:14]=3)[N:9]=2)=[CH:4][C:3]=1[O:33][CH3:34].[C:35]([O:39][C:40](O[C:40]([O:39][C:35]([CH3:38])([CH3:37])[CH3:36])=[O:41])=[O:41])([CH3:38])([CH3:37])[CH3:36].C(N(CC)CC)C. The catalyst is C(Cl)Cl. The product is [C:35]([O:39][C:40]([N:26]1[CH2:27][C:28]([CH3:31])([CH3:30])[CH2:29][N:23]([C:13]2[CH:14]=[C:15]3[C:10](=[CH:11][CH:12]=2)[N:9]=[C:8]([C:5]2[CH:6]=[CH:7][C:2]([F:1])=[C:3]([O:33][CH3:34])[CH:4]=2)[N:17]([CH2:18][C:19]([OH:21])=[O:20])[C:16]3=[O:22])[CH2:24][CH:25]1[CH3:32])=[O:41])([CH3:38])([CH3:37])[CH3:36]. The yield is 1.00. (10) The reactants are Cl[C:2]1[CH:3]=C(C2CCN(C(OC(C)(C)C)=O)CC=2)C=C[C:7]=1[C:8]([O:10][CH2:11][CH3:12])=[O:9].[O:26]([C:33]1[CH:38]=[CH:37][C:36]([NH:39][NH2:40])=[CH:35][CH:34]=1)[C:27]1[CH:32]=[CH:31][CH:30]=[CH:29][CH:28]=1.CC[OH:43]. No catalyst specified. The product is [OH:43][C:3]1[N:39]([C:36]2[CH:37]=[CH:38][C:33]([O:26][C:27]3[CH:28]=[CH:29][CH:30]=[CH:31][CH:32]=3)=[CH:34][CH:35]=2)[N:40]=[C:7]([C:8]([O:10][CH2:11][CH3:12])=[O:9])[CH:2]=1. The yield is 0.420.